This data is from Catalyst prediction with 721,799 reactions and 888 catalyst types from USPTO. The task is: Predict which catalyst facilitates the given reaction. (1) Reactant: [Cl-].[CH3:2][O:3][CH2:4][P+](C1C=CC=CC=1)(C1C=CC=CC=1)C1C=CC=CC=1.[CH3:24][Si]([N-][Si](C)(C)C)(C)C.[Li+].[C:34]1([C:40]23[CH2:47][CH2:46][C:43](C=O)([CH2:44][CH2:45]2)[CH2:42][CH2:41]3)[CH:39]=[CH:38][CH:37]=[CH:36][CH:35]=1.O. Product: [CH3:2][O:3][CH:4]=[CH:24][C:43]12[CH2:46][CH2:47][C:40]([C:34]3[CH:35]=[CH:36][CH:37]=[CH:38][CH:39]=3)([CH2:45][CH2:44]1)[CH2:41][CH2:42]2. The catalyst class is: 1. (2) Reactant: [NH2:1][C:2]1[CH:29]=[CH:28][C:5]([O:6][C:7]2[N:12]=[CH:11][N:10]=[C:9]([NH:13][C:14]3[CH:19]=[CH:18][C:17]([O:20][CH2:21][C:22]4[CH:27]=[CH:26][CH:25]=[CH:24][CH:23]=4)=[CH:16][CH:15]=3)[CH:8]=2)=[C:4]([F:30])[CH:3]=1.NC1N=CN=C(O[C:53]2C=CC(NC(NC(=O)CC3C=[CH:55][C:54]([F:57])=[CH:53]C=3)=S)=[CH:55][C:54]=2[F:57])C=1.CN([C:63]([O:67]N1N=NC2C=CC=CC1=2)=[N+](C)C)C.[B-](F)(F)(F)F.CC[N:84]([CH:88]([CH3:90])C)[CH:85]([CH3:87])[CH3:86].C[O:92]C1C=CC(CNC2N=C(OC3C=CC(N)=CC=3F)C=CN=2)=CC=1. Product: [CH2:21]([O:20][C:17]1[CH:16]=[CH:15][C:14]([NH:13][C:9]2[N:10]=[CH:11][N:12]=[C:7]([O:6][C:5]3[CH:28]=[CH:29][C:2]([NH:1][C:63](=[O:67])[CH2:90][C:88]([NH:84][C:85]4[CH:86]=[CH:55][C:54]([F:57])=[CH:53][CH:87]=4)=[O:92])=[CH:3][C:4]=3[F:30])[CH:8]=2)=[CH:19][CH:18]=1)[C:22]1[CH:27]=[CH:26][CH:25]=[CH:24][CH:23]=1. The catalyst class is: 3.